This data is from Full USPTO retrosynthesis dataset with 1.9M reactions from patents (1976-2016). The task is: Predict the reactants needed to synthesize the given product. (1) Given the product [N:10]1[CH:15]=[CH:14][N:13]=[CH:12][C:11]=1[NH:16][C:17](=[O:23])[CH:18]([NH:22][C:3](=[O:4])[CH:2]([OH:1])[CH:6]([CH3:8])[CH3:7])[CH2:19][CH2:20][CH3:21], predict the reactants needed to synthesize it. The reactants are: [OH:1][C@@H:2]([CH:6]([CH3:8])[CH3:7])[C:3](O)=[O:4].Cl.[N:10]1[CH:15]=[CH:14][N:13]=[CH:12][C:11]=1[NH:16][C:17](=[O:23])[CH:18]([NH2:22])[CH2:19][CH2:20][CH3:21].C1C=CC2N(O)N=NC=2C=1.CCN=C=NCCCN(C)C.Cl. (2) Given the product [NH2:1][C:2]1[C:3](=[O:13])[NH:4][C:5]2[C:10]([N:11]=1)=[C:9]([O:12][C:15]1[N:20]=[CH:19][N:18]=[C:17]([C:21]3[CH:26]=[CH:25][C:24]([C:27]([F:28])([F:29])[F:30])=[CH:23][C:22]=3[NH:31][C:32]([CH:34]3[CH2:39][CH2:38][CH2:37][CH2:36][N:35]3[CH2:40][CH:41]([CH3:43])[CH3:42])=[O:33])[CH:16]=1)[CH:8]=[CH:7][CH:6]=2, predict the reactants needed to synthesize it. The reactants are: [NH2:1][C:2]1[C:3](=[O:13])[NH:4][C:5]2[C:10]([N:11]=1)=[C:9]([OH:12])[CH:8]=[CH:7][CH:6]=2.Cl[C:15]1[N:20]=[CH:19][N:18]=[C:17]([C:21]2[CH:26]=[CH:25][C:24]([C:27]([F:30])([F:29])[F:28])=[CH:23][C:22]=2[NH:31][C:32]([CH:34]2[CH2:39][CH2:38][CH2:37][CH2:36][N:35]2[CH2:40][CH:41]([CH3:43])[CH3:42])=[O:33])[CH:16]=1.C([O-])([O-])=O.[Cs+].[Cs+]. (3) Given the product [Br:1][C:2]1[CH:3]=[C:4]([CH:8]=[CH:9][C:10]=1[F:11])[C:5]([NH:19][C:18]1[CH:20]=[CH:21][C:15]([O:14][C:13]([Cl:12])([F:22])[F:23])=[CH:16][CH:17]=1)=[O:7], predict the reactants needed to synthesize it. The reactants are: [Br:1][C:2]1[CH:3]=[C:4]([CH:8]=[CH:9][C:10]=1[F:11])[C:5]([OH:7])=O.[Cl:12][C:13]([F:23])([F:22])[O:14][C:15]1[CH:21]=[CH:20][C:18]([NH2:19])=[CH:17][CH:16]=1. (4) Given the product [CH2:1]([O:5][C:6]1[C:10]([CH3:11])=[CH:9][NH:8][N:7]=1)[CH:2]([CH3:4])[CH3:3], predict the reactants needed to synthesize it. The reactants are: [CH2:1]([O:5][C:6]1[C:10]([CH3:11])=[CH:9][N:8](C(=O)C)[N:7]=1)[CH:2]([CH3:4])[CH3:3].[OH-].[Na+]. (5) Given the product [CH2:35]([O:42][C@@H:43]1[C@@H:49]([O:50][CH2:51][C:52]2[CH:53]=[CH:54][CH:55]=[CH:56][CH:57]=2)[C@H:48]([O:58][CH2:59][C:60]2[CH:65]=[CH:64][CH:63]=[CH:62][CH:61]=2)[C@@H:47]([CH2:66][O:67][CH2:68][C:69]2[CH:70]=[CH:71][CH:72]=[CH:73][CH:74]=2)[O:46][C:44]1([C:75]1[CH:80]=[C:79]([CH:81]([OH:82])[C:2]2[CH:3]=[CH:4][C:5]([CH2:8][CH2:9][NH:10][C:11]([C:24]3[CH:29]=[CH:28][CH:27]=[CH:26][CH:25]=3)([C:12]3[CH:13]=[CH:14][CH:15]=[CH:16][CH:17]=3)[C:18]3[CH:23]=[CH:22][CH:21]=[CH:20][CH:19]=3)=[CH:6][CH:7]=2)[C:78]([CH3:83])=[CH:77][C:76]=1[O:84][CH2:85][C:86]1[CH:87]=[CH:88][CH:89]=[CH:90][CH:91]=1)[OH:45])[C:36]1[CH:41]=[CH:40][CH:39]=[CH:38][CH:37]=1, predict the reactants needed to synthesize it. The reactants are: Br[C:2]1[CH:7]=[CH:6][C:5]([CH2:8][CH2:9][NH:10][C:11]([C:24]2[CH:29]=[CH:28][CH:27]=[CH:26][CH:25]=2)([C:18]2[CH:23]=[CH:22][CH:21]=[CH:20][CH:19]=2)[C:12]2[CH:17]=[CH:16][CH:15]=[CH:14][CH:13]=2)=[CH:4][CH:3]=1.C([Li])CCC.[CH2:35]([O:42][C@@H:43]1[C@@H:49]([O:50][CH2:51][C:52]2[CH:57]=[CH:56][CH:55]=[CH:54][CH:53]=2)[C@H:48]([O:58][CH2:59][C:60]2[CH:65]=[CH:64][CH:63]=[CH:62][CH:61]=2)[C@@H:47]([CH2:66][O:67][CH2:68][C:69]2[CH:74]=[CH:73][CH:72]=[CH:71][CH:70]=2)[O:46][C:44]1([C:75]1[CH:80]=[C:79]([CH:81]=[O:82])[C:78]([CH3:83])=[CH:77][C:76]=1[O:84][CH2:85][C:86]1[CH:91]=[CH:90][CH:89]=[CH:88][CH:87]=1)[OH:45])[C:36]1[CH:41]=[CH:40][CH:39]=[CH:38][CH:37]=1. (6) Given the product [NH2:8][C:5]1[CH:6]=[CH:7][C:2]([C:21]#[N:22])=[C:3]([O:16][C:17]([F:18])([F:19])[F:20])[CH:4]=1, predict the reactants needed to synthesize it. The reactants are: Br[C:2]1[CH:7]=[CH:6][C:5]([NH:8]C(=O)OC(C)(C)C)=[CH:4][C:3]=1[O:16][C:17]([F:20])([F:19])[F:18].[C:21]([Cu])#[N:22].Cl. (7) Given the product [C:46]([O:50][C:51]([N:53]1[CH2:42][CH2:41][N:40]([C:37](=[O:78])[CH:39]([NH:2][C:3]([O:66][CH3:65])=[O:4])[CH:25]([CH3:24])[CH3:26])[CH2:43][CH2:45]1)=[O:52])([CH3:47])([CH3:48])[CH3:49], predict the reactants needed to synthesize it. The reactants are: C[NH:2][C:3](N[C@H](C(O)=O)C(C)C)=[O:4].CN(C(ON1N=NC2[CH:24]=[CH:25][CH:26]=NC1=2)=[N+](C)C)C.F[P-](F)(F)(F)(F)F.[CH:37]([N:40]([CH:43]([CH3:45])C)[CH2:41][CH3:42])([CH3:39])C.[C:46]([O:50][C:51]([N:53]1CCNC(C(O)=O)C1)=[O:52])([CH3:49])([CH3:48])[CH3:47].Cl.NC[C:65](C1C=CC(Br)=CC=1)=[O:66].CN(C=[O:78])C.